This data is from TCR-epitope binding with 47,182 pairs between 192 epitopes and 23,139 TCRs. The task is: Binary Classification. Given a T-cell receptor sequence (or CDR3 region) and an epitope sequence, predict whether binding occurs between them. (1) The epitope is ISDYDYYRY. The TCR CDR3 sequence is CASSAGGYNEQFF. Result: 0 (the TCR does not bind to the epitope). (2) The epitope is SEVGPEHSLAEY. The TCR CDR3 sequence is CASSAPDSQETQYF. Result: 0 (the TCR does not bind to the epitope). (3) The epitope is RQLLFVVEV. The TCR CDR3 sequence is CASSSINYNEQFF. Result: 1 (the TCR binds to the epitope). (4) The epitope is AVFDRKSDAK. The TCR CDR3 sequence is CASSLAGNYEQYF. Result: 0 (the TCR does not bind to the epitope). (5) The epitope is IPSINVHHY. The TCR CDR3 sequence is CASSLESGHYEQYF. Result: 1 (the TCR binds to the epitope). (6) The epitope is PKYVKQNTLKLAT. The TCR CDR3 sequence is CSASSGTQETQYF. Result: 1 (the TCR binds to the epitope). (7) Result: 0 (the TCR does not bind to the epitope). The TCR CDR3 sequence is CSVDPGALTEAFF. The epitope is QIKVRVKMV. (8) The epitope is GILGFVFTL. The TCR CDR3 sequence is CASSLEREDYEQYF. Result: 0 (the TCR does not bind to the epitope). (9) The epitope is YFPLQSYGF. The TCR CDR3 sequence is CSGGGPPGELFF. Result: 1 (the TCR binds to the epitope).